Dataset: Full USPTO retrosynthesis dataset with 1.9M reactions from patents (1976-2016). Task: Predict the reactants needed to synthesize the given product. (1) Given the product [Cl:1][C:2]1[CH:8]=[C:7]([F:9])[CH:6]=[CH:5][C:3]=1[NH:4][C:13](=[O:14])[CH2:12][C:10]#[N:11], predict the reactants needed to synthesize it. The reactants are: [Cl:1][C:2]1[CH:8]=[C:7]([F:9])[CH:6]=[CH:5][C:3]=1[NH2:4].[C:10]([CH2:12][C:13](O)=[O:14])#[N:11].Cl.CN(C)CCCN=C=NCC.N1(O)C2C=CC=CC=2N=N1.C(N(CC)CC)C. (2) Given the product [CH3:32][C:26]1[CH:25]=[CH:24][C:23]2[C:28](=[CH:29][CH:30]=[CH:31][C:22]=2[N:21]=[C:4]([C:6]2[CH:11]=[CH:10][CH:9]=[CH:8][CH:7]=2)[C:3]([C:12]2[CH:17]=[CH:16][CH:15]=[CH:14][CH:13]=2)([C:2]([F:20])([F:19])[F:1])[OH:18])[N:27]=1, predict the reactants needed to synthesize it. The reactants are: [F:1][C:2]([F:20])([F:19])[C:3]([OH:18])([C:12]1[CH:17]=[CH:16][CH:15]=[CH:14][CH:13]=1)[C:4]([C:6]1[CH:11]=[CH:10][CH:9]=[CH:8][CH:7]=1)=O.[NH2:21][C:22]1[CH:31]=[CH:30][CH:29]=[C:28]2[C:23]=1[CH:24]=[CH:25][C:26]([CH3:32])=[N:27]2. (3) Given the product [N:1]1([C:5]2[N:10]=[CH:9][C:8]([NH:11][C:19](=[O:20])[O:21][C:22]3[CH:27]=[CH:26][CH:25]=[CH:24][CH:23]=3)=[CH:7][CH:6]=2)[CH2:4][CH2:3][CH2:2]1, predict the reactants needed to synthesize it. The reactants are: [N:1]1([C:5]2[N:10]=[CH:9][C:8]([NH2:11])=[CH:7][CH:6]=2)[CH2:4][CH2:3][CH2:2]1.N1C=CC=CC=1.Cl[C:19]([O:21][C:22]1[CH:27]=[CH:26][CH:25]=[CH:24][CH:23]=1)=[O:20]. (4) Given the product [Cl:1][C:2]1[N:6]([C:7]2[CH:12]=[CH:11][CH:10]=[C:9]([Cl:13])[C:8]=2[F:14])[N:5]=[N:4][C:3]=1[C:15]([OH:17])=[O:16], predict the reactants needed to synthesize it. The reactants are: [Cl:1][C:2]1[N:6]([C:7]2[CH:12]=[CH:11][CH:10]=[C:9]([Cl:13])[C:8]=2[F:14])[N:5]=[N:4][C:3]=1[C:15]([O:17]CC)=[O:16].Cl.N(OCCC(C)C)=O.